This data is from Forward reaction prediction with 1.9M reactions from USPTO patents (1976-2016). The task is: Predict the product of the given reaction. (1) Given the reactants [CH2:1]([C:3]1[O:7][C:6]([CH2:8][N:9]2[C:14]3[CH:15]=[C:16]([C:18]4[CH:23]=[CH:22][CH:21]=[CH:20][CH:19]=4)[S:17][C:13]=3[C:12](=[O:24])[N:11]([CH:25]3[CH2:30][CH2:29][N:28](C(OC(C)(C)C)=O)[CH2:27][CH2:26]3)[C:10]2=[O:38])=[N:5][CH:4]=1)[CH3:2].[ClH:39], predict the reaction product. The product is: [ClH:39].[CH2:1]([C:3]1[O:7][C:6]([CH2:8][N:9]2[C:14]3[CH:15]=[C:16]([C:18]4[CH:23]=[CH:22][CH:21]=[CH:20][CH:19]=4)[S:17][C:13]=3[C:12](=[O:24])[N:11]([CH:25]3[CH2:30][CH2:29][NH:28][CH2:27][CH2:26]3)[C:10]2=[O:38])=[N:5][CH:4]=1)[CH3:2]. (2) Given the reactants [H-].[Na+].[CH:3]1([CH:8]([C:14]([CH3:16])=[O:15])[C:9]([O:11][CH2:12][CH3:13])=[O:10])[CH2:7][CH2:6][CH2:5][CH2:4]1.[H][H].I[CH2:20][CH2:21][CH2:22][CH3:23], predict the reaction product. The product is: [CH2:20]([C:8]([CH:3]1[CH2:4][CH2:5][CH2:6][CH2:7]1)([C:14]([CH3:16])=[O:15])[C:9]([O:11][CH2:12][CH3:13])=[O:10])[CH2:21][CH2:22][CH3:23]. (3) Given the reactants [C:1]1([C:7]#[CH:8])[CH:6]=[CH:5][CH:4]=[CH:3][CH:2]=1.C([Li])CCC.[CH:14]1([NH:19][C:20]2[CH:25]=[CH:24][C:23]([C:26](=[O:31])[C:27]([F:30])([F:29])[F:28])=[CH:22][CH:21]=2)[CH2:18][CH2:17][CH2:16][CH2:15]1, predict the reaction product. The product is: [CH:14]1([NH:19][C:20]2[CH:25]=[CH:24][C:23]([C:26]([OH:31])([C:8]#[C:7][C:1]3[CH:6]=[CH:5][CH:4]=[CH:3][CH:2]=3)[C:27]([F:29])([F:30])[F:28])=[CH:22][CH:21]=2)[CH2:15][CH2:16][CH2:17][CH2:18]1. (4) Given the reactants [CH2:1]([O:8][C:9]([NH:11][CH2:12][C@H:13]1[CH2:18][CH2:17][C@H:16]([C:19]([OH:21])=[O:20])[CH2:15][CH2:14]1)=[O:10])[C:2]1[CH:7]=[CH:6][CH:5]=[CH:4][CH:3]=1.NCC1C=CC(C(O)=O)=CC=1, predict the reaction product. The product is: [CH2:1]([O:8][C:9]([NH:11][CH2:12][C:13]1[CH:14]=[CH:15][C:16]([C:19]([OH:21])=[O:20])=[CH:17][CH:18]=1)=[O:10])[C:2]1[CH:3]=[CH:4][CH:5]=[CH:6][CH:7]=1. (5) Given the reactants [CH2:1]([C@@H:8]1[NH:13][CH2:12][CH2:11][N:10]([CH2:14][C:15]2[CH:20]=[CH:19][C:18]([C:21]3[CH:26]=[C:25]([CH3:27])[CH:24]=[CH:23][C:22]=3[Cl:28])=[CH:17][CH:16]=2)[CH2:9]1)[C:2]1[CH:7]=[CH:6][CH:5]=[CH:4][CH:3]=1.[CH3:29][N:30]=[C:31]=[O:32], predict the reaction product. The product is: [CH3:29][NH:30][C:31]([N:13]1[CH2:12][CH2:11][N:10]([CH2:14][C:15]2[CH:20]=[CH:19][C:18]([C:21]3[CH:26]=[C:25]([CH3:27])[CH:24]=[CH:23][C:22]=3[Cl:28])=[CH:17][CH:16]=2)[CH2:9][C@@H:8]1[CH2:1][C:2]1[CH:7]=[CH:6][CH:5]=[CH:4][CH:3]=1)=[O:32].